This data is from Reaction yield outcomes from USPTO patents with 853,638 reactions. The task is: Predict the reaction yield, written as a fraction of the theoretical maximum amount of product (1.0 means a 100% yield; for example, 0.34 means a 34% yield). (1) The reactants are [OH:1][C:2]1[C:11]2[C:6](=[C:7]3[CH:15]=[CH:14][CH:13]=[C:12]([CH3:16])[C:8]3=[CH:9][CH:10]=2)[O:5][C:4](=[O:17])[CH:3]=1.CC(O)=O.Cl[CH2:23][C:24](=O)[CH3:25]. The catalyst is C1(C)C=CC=CC=1.CCO.O. The product is [CH3:16][C:12]1[C:8]2[CH:9]=[CH:10][C:11]3[C:2]4[O:1][CH:23]=[C:24]([CH3:25])[C:3]=4[C:4](=[O:17])[O:5][C:6]=3[C:7]=2[CH:15]=[CH:14][CH:13]=1. The yield is 0.600. (2) The reactants are [C:1](O[K])(C)(C)C.O=[C:8]1[CH2:13][CH2:12][N:11]([C:14]([O:16][C:17]([CH3:20])([CH3:19])[CH3:18])=[O:15])[CH2:10][CH2:9]1. The catalyst is [Br-].C[P+](C1C=CC=CC=1)(C1C=CC=CC=1)C1C=CC=CC=1.CCCCCC. The product is [CH2:1]=[C:8]1[CH2:13][CH2:12][N:11]([C:14]([O:16][C:17]([CH3:20])([CH3:19])[CH3:18])=[O:15])[CH2:10][CH2:9]1. The yield is 0.670. (3) The reactants are [F:1][C:2]1[CH:7]=[CH:6][C:5]([F:8])=[CH:4][C:3]=1[C@H:9]1[CH2:13][CH2:12][CH2:11][N:10]1[C:14]1[CH:19]=[CH:18][N:17]2[N:20]=[CH:21][C:22]([NH2:23])=[C:16]2[N:15]=1.[N:24]([C:27]([CH3:30])([CH3:29])[CH3:28])=[C:25]=[O:26].CCN(C(C)C)C(C)C. The catalyst is C(Cl)Cl. The product is [C:27]([NH:24][C:25]([NH:23][C:22]1[CH:21]=[N:20][N:17]2[CH:18]=[CH:19][C:14]([N:10]3[CH2:11][CH2:12][CH2:13][C@@H:9]3[C:3]3[CH:4]=[C:5]([F:8])[CH:6]=[CH:7][C:2]=3[F:1])=[N:15][C:16]=12)=[O:26])([CH3:30])([CH3:29])[CH3:28]. The yield is 0.820. (4) The reactants are C([O:3][CH:4](OCC)[CH2:5][CH2:6][CH2:7][NH:8][C:9]([N:11]1[CH2:16][CH2:15][CH:14]([C:17]2[CH:22]=[CH:21][CH:20]=[CH:19][CH:18]=2)[CH2:13][CH2:12]1)=[O:10])C.C(O)(=O)C.Cl. The catalyst is C(O)C. The product is [O:3]=[CH:4][CH2:5][CH2:6][CH2:7][NH:8][C:9]([N:11]1[CH2:12][CH2:13][CH:14]([C:17]2[CH:22]=[CH:21][CH:20]=[CH:19][CH:18]=2)[CH2:15][CH2:16]1)=[O:10]. The yield is 1.00.